From a dataset of NCI-60 drug combinations with 297,098 pairs across 59 cell lines. Regression. Given two drug SMILES strings and cell line genomic features, predict the synergy score measuring deviation from expected non-interaction effect. (1) Drug 1: CC1=CC=C(C=C1)C2=CC(=NN2C3=CC=C(C=C3)S(=O)(=O)N)C(F)(F)F. Drug 2: C1C(C(OC1N2C=NC(=NC2=O)N)CO)O. Cell line: RPMI-8226. Synergy scores: CSS=25.0, Synergy_ZIP=0.672, Synergy_Bliss=-2.04, Synergy_Loewe=-30.3, Synergy_HSA=-2.94. (2) Drug 1: CC1C(C(=O)NC(C(=O)N2CCCC2C(=O)N(CC(=O)N(C(C(=O)O1)C(C)C)C)C)C(C)C)NC(=O)C3=C4C(=C(C=C3)C)OC5=C(C(=O)C(=C(C5=N4)C(=O)NC6C(OC(=O)C(N(C(=O)CN(C(=O)C7CCCN7C(=O)C(NC6=O)C(C)C)C)C)C(C)C)C)N)C. Drug 2: CC1=C(C=C(C=C1)NC(=O)C2=CC=C(C=C2)CN3CCN(CC3)C)NC4=NC=CC(=N4)C5=CN=CC=C5. Cell line: M14. Synergy scores: CSS=25.4, Synergy_ZIP=13.5, Synergy_Bliss=15.6, Synergy_Loewe=10.5, Synergy_HSA=8.21. (3) Drug 1: C#CCC(CC1=CN=C2C(=N1)C(=NC(=N2)N)N)C3=CC=C(C=C3)C(=O)NC(CCC(=O)O)C(=O)O. Drug 2: N.N.Cl[Pt+2]Cl. Cell line: HOP-62. Synergy scores: CSS=23.5, Synergy_ZIP=1.79, Synergy_Bliss=2.31, Synergy_Loewe=8.01, Synergy_HSA=3.23. (4) Drug 1: C1=CN(C(=O)N=C1N)C2C(C(C(O2)CO)O)O.Cl. Drug 2: C(CC(=O)O)C(=O)CN.Cl. Cell line: SF-295. Synergy scores: CSS=3.66, Synergy_ZIP=-2.58, Synergy_Bliss=-0.0900, Synergy_Loewe=-3.25, Synergy_HSA=-2.60. (5) Drug 2: CC1=C(C(=CC=C1)Cl)NC(=O)C2=CN=C(S2)NC3=CC(=NC(=N3)C)N4CCN(CC4)CCO. Synergy scores: CSS=47.1, Synergy_ZIP=0.941, Synergy_Bliss=1.77, Synergy_Loewe=-6.39, Synergy_HSA=2.00. Drug 1: C1=CC(=C2C(=C1NCCNCCO)C(=O)C3=C(C=CC(=C3C2=O)O)O)NCCNCCO. Cell line: SF-268. (6) Drug 1: C(CC(=O)O)C(=O)CN.Cl. Drug 2: C1CCC(C(C1)N)N.C(=O)(C(=O)[O-])[O-].[Pt+4]. Cell line: OVCAR-5. Synergy scores: CSS=15.8, Synergy_ZIP=-10.5, Synergy_Bliss=-1.08, Synergy_Loewe=-7.18, Synergy_HSA=-0.372. (7) Drug 1: CN1C2=C(C=C(C=C2)N(CCCl)CCCl)N=C1CCCC(=O)O.Cl. Drug 2: C1C(C(OC1N2C=NC(=NC2=O)N)CO)O. Cell line: TK-10. Synergy scores: CSS=5.25, Synergy_ZIP=0.715, Synergy_Bliss=0.267, Synergy_Loewe=-3.87, Synergy_HSA=-1.09.